From a dataset of Experimentally validated miRNA-target interactions with 360,000+ pairs, plus equal number of negative samples. Binary Classification. Given a miRNA mature sequence and a target amino acid sequence, predict their likelihood of interaction. (1) The miRNA is hsa-miR-7107-5p with sequence UCGGCCUGGGGAGGAGGAAGGG. The protein sequence of the target gene is MSNGYSTDENFRYLISCFRARVKMYIQVEPVLDYLTFLPAEVKEQIQRTVATSGNMQAVELLLSTLEKGVWHLGWTREFVEALRRTGSPLAARYMNPELTDLPSPSFENAHDEYLQLLNLLQPTLVDKLLVRDVLDKCMEEELLTIEDRNRIAAAENNGNESGVRELLKRIVQKENWFSAFLNVLRQTGNNELVQELTGSDCSESNAEIENLSQVDGPQVEEQLLSTTVQPNLEKEVWGMENNSSESSFADSSVVSESDTSLAEGSVSCLDESLGHNSNMGSDSGTMGSDSDEENVAARA.... Result: 0 (no interaction). (2) The miRNA is mmu-miR-106b-5p with sequence UAAAGUGCUGACAGUGCAGAU. The protein sequence of the target gene is MKKFKRRLSLTLRGSQTIDESLSELAEQMTIEESSSKDNEPIVKNGRPPTSHSVHSFLHQYTGSFKKPPLRRPHSVIGGSLGSFMAMPRNGSRLDIVHENLKMGSDGESDQASGTSSDEVQSPTGVCLRNRIHRRISMEDLNKRLSLPADIRIPDGYLEKLQISSPPFDQPMSRRSRRASLSEIGFGKMETYIKLEKLGEGTYATVYKGRSKLTENLVALKEIRLEHEEGAPCTAIREVSLLKDLKHANIVTLHDIVHTDKSLTLVFEYLDKDLKQYMDDCGNIMSMHNVKLFLYQILRG.... Result: 0 (no interaction). (3) The miRNA is hsa-miR-26b-5p with sequence UUCAAGUAAUUCAGGAUAGGU. The protein sequence of the target gene is MTCPDKPGQLINWFICSLCVPRVRKLWSSRRPRTRRNLLLGTACAIYLGFLVSQVGRASLQHGQAAEKGPHRSRDTAEPSFPEIPLDGTLAPPESQGNGSTLQPNVVYITLRSKRSKPANIRGTVKPKRRKKHAVASAAPGQEALVGPSLQPQEAAREADAVAPGYAQGANLVKIGERPWRLVRGPGVRAGGPDFLQPSSRESNIRIYSESAPSWLSKDDIRRMRLLADSAVAGLRPVSSRSGARLLVLEGGAPGAVLRCGPSPCGLLKQPLDMSEVFAFHLDRILGLNRTLPSVSRKAE.... Result: 1 (interaction). (4) The miRNA is hsa-miR-3649 with sequence AGGGACCUGAGUGUCUAAG. The protein sequence of the target gene is MSSVAVLTQESFAEHRSGLVPQQIKVATLNSEEESDPPTYKDAFPPLPEKAACLESAQEPSGAWGNKIRPIKASVITQVFHVPLEERKYKDMNQFGEGEQAKICLEIMQRTGAHLELSLAKDQGLSIMVSGKLDAVMKARKDIVARLQTQASATVAIPKEHHRFVIGKNGEKLQDLELKTATKIQIPRPDDPSNQIKITGTKEGIEKARHEVLLISAEQDKRAVERLEVEKAFHPFIAGPYNRLVGEIMQETGTRINIPPPSVNRTEIVFTGEKEQLAQAVARIKKIYEEKKKKTTTIAV.... Result: 1 (interaction). (5) The miRNA is hsa-miR-7162-5p with sequence UGCUUCCUUUCUCAGCUG. The protein sequence of the target gene is MRRKEKRLLQAVALALAALVLLPNVGLWALYRERQPDGSPGGLGAAVAPAAVQELHSRQKKTFFLGAEQRLKDWHNKEAIRRDAQRVGYGEQGKPYPMTDAERVDQAYRENGFNIYVSDKISLNRSLPDIRHPNCNSKLYLETLPNTSIIIPFHNEGWSSLLRTVHSVLNRSPPELVAEIVLVDDFSDREHLKKPLEDYMALFPSVRILRTKKREGLIRTRMLGASAATGDVVTFLDSHCEANVNWLPPLLDRIARNRKTIVCPMIDVIDHDDFRYETQAGDAMRGAFDWEMYYKRIPIP.... Result: 0 (no interaction). (6) Result: 0 (no interaction). The protein sequence of the target gene is MEDFRGIAEESFPSFLTNSLFGNSGILENVTLSSNLGLPVAVSTLARDRSSTDNRYPDIQASYLVEGRFSVPSGSSPGSQSDAEPRERLQLSFQDDDSISRKKSYVESQRLSNALSKQSALQMETAGPEEEPAGATESLQGQDLFNRASPLEQAQDSPIDFHLQSWMNNKEPKIVVLDAGKHFEDKTLKSDLSHTSLLENEKLILPTSLEDSSDDDIDDEMFYDDHLEAYFEQLAIPGMIYEDLEGPEPPEKGFKLPTNGLRQANENGSLNCKFQSENNSSLISLDSHSSETTHKESEES.... The miRNA is cel-miR-235-3p with sequence UAUUGCACUCUCCCCGGCCUGA. (7) The miRNA is hsa-miR-4534 with sequence GGAUGGAGGAGGGGUCU. The protein sequence of the target gene is MIASHMIACLFTELNQNQVQKVDQYLYHMRLSDETLLEISRRFRKEMEKGLGATTHPTAAVKMLPTFVRSTPDGTEHGEFLALDLGGTNFRVLRVRVTDNGLQRVEMENQIYAIPEDIMRGSGTQLFDHIAECLANFMDKLQIKEKKLPLGFTFSFPCHQTKLDESFLVSWTKGFKSSGVEGRDVVDLIRKAIQRRGDFDIDIVAVVNDTVGTMMTCGYDDQNCEIGLIVGTGSNACYMEEMRHIDMVEGDEGRMCINMEWGAFGDDGTLNDIRTEFDREIDMGSLNPGKQLFEKMISGM.... Result: 0 (no interaction). (8) The miRNA is hsa-miR-6867-3p with sequence CUCUCCCUCUUUACCCACUAG. Result: 0 (no interaction). The protein sequence of the target gene is MQRRSRGINTGLILLLSQIFHVGINNIPPVTLATLALNIWFFLNPQKPLYSSCLSVEKCYQQKDWQRLLLSPLHHADDWHLYFNMASMLWKGINLERRLGSRWFAYVITAFSVLTGVVYLLLQFAVAEFMDEPDFKRSCAVGFSGVLFALKVLNNHYCPGGFVNILGFPVPNRFACWVELVAIHLFSPGTSFAGHLAGILVGLMYTQGPLKKIMEACAGGFSSSVGYPGRQYYFNSSGSSGYQDYYPHGRPDHYEEAPRNYDTYTAGLSEEEQLERALQASLWDRGNTRNSPPPYGFHLS.... (9) The miRNA is dme-miR-13a-3p with sequence UAUCACAGCCAUUUUGAUGAGU. The protein sequence of the target gene is MAELQMLLEEEIPGGRRALFDSYTNLERVADYCENNYIQSPDKQRALEETKAYTTQSLASVAYLINTLANNVLQMLDIQASQLRRMESSINHISQTVDIHKEKVARREIGILTTNKNTSRTHKIIAPANLERPVRYIRKPIDYTILDDIGHGVKVSTQNMKMGGLPRTTPPTQKPPSPPMSGKGTLGRHSPYRTLEPVRPPVVPNDYVPSPTRNMAPSQQSPVRTASVNQRNRTYSSSGSSGGSHPSSRSSSRENSGSGSVGVPIAVPTPSPPSVFPGHPVQFYSMNRPASRHTPPTIGG.... Result: 0 (no interaction). (10) The miRNA is mmu-miR-875-5p with sequence UAUACCUCAGUUUUAUCAGGUG. The protein sequence of the target gene is MMSSSYWSETSSSSCGTQQPTEVLQCQPQHYHYYHQPSQAQQPPEKNVVYERVRTYSGPMNKVVQALDPLGSREVLSPLKPASSYQSLVWSDHSQELYSPTLKISTCAPSTLHITQNAEQELHSPTVKVTTYPQTTIRRYIVQNPEQEPLSPFLRGSQFFPGNNVIYEKTIRKVEKLNTDQECCPQIQCHHHVIQQPQIIHSPHCQQSHSSHQIQCITENDSNIGHELCHGGPSQIHEQVIIQDDGPEKLDPKYFGELLADLSRKNTDLYHCLLEHLERIGGSKQDFESTDTSEDIESLI.... Result: 0 (no interaction).